Dataset: Peptide-MHC class II binding affinity with 134,281 pairs from IEDB. Task: Regression. Given a peptide amino acid sequence and an MHC pseudo amino acid sequence, predict their binding affinity value. This is MHC class II binding data. (1) The peptide sequence is EKKPFAATQFEPLAA. The MHC is HLA-DPA10301-DPB10402 with pseudo-sequence HLA-DPA10301-DPB10402. The binding affinity (normalized) is 0.860. (2) The peptide sequence is GKIASCLNDNANGYF. The MHC is DRB1_0401 with pseudo-sequence DRB1_0401. The binding affinity (normalized) is 0.622. (3) The binding affinity (normalized) is 0.762. The MHC is DRB1_1602 with pseudo-sequence DRB1_1602. The peptide sequence is YDKFLANVSTVLTGQ. (4) The peptide sequence is FRSLFGGMSWITQGLLGA. The MHC is DRB1_0101 with pseudo-sequence DRB1_0101. The binding affinity (normalized) is 0.657. (5) The peptide sequence is GEIGAIALDFKPGTS. The MHC is DRB1_0405 with pseudo-sequence DRB1_0405. The binding affinity (normalized) is 0.0968. (6) The peptide sequence is PLALKEFKDFAAGRK. The MHC is DRB1_1101 with pseudo-sequence DRB1_1101. The binding affinity (normalized) is 0.160.